Dataset: Reaction yield outcomes from USPTO patents with 853,638 reactions. Task: Predict the reaction yield, written as a fraction of the theoretical maximum amount of product (1.0 means a 100% yield; for example, 0.34 means a 34% yield). (1) The catalyst is C(Cl)Cl.Cl. The yield is 0.820. The product is [Br:11][C:12]1[CH:17]=[CH:16][C:15]([S:18]([NH:9][CH:6]2[CH2:7][CH2:8][S:3](=[O:10])(=[O:2])[CH2:4][CH2:5]2)(=[O:20])=[O:19])=[CH:14][CH:13]=1. The reactants are Cl.[O:2]=[S:3]1(=[O:10])[CH2:8][CH2:7][CH:6]([NH2:9])[CH2:5][CH2:4]1.[Br:11][C:12]1[CH:17]=[CH:16][C:15]([S:18](Cl)(=[O:20])=[O:19])=[CH:14][CH:13]=1. (2) The catalyst is O1CCCC1.O.C(OCC)(=O)C. The yield is 0.890. The reactants are [O:1]=[C:2]1[NH:7][C:6]2[CH:8]=[C:9]([C:12](OC)=[O:13])[CH:10]=[N:11][C:5]=2[N:4]2[CH2:16][CH2:17][S:18][CH2:19][C@@H:3]12.[H-].[Na+].[H-].[Al+3].[Li+].[H-].[H-].[H-].CO. The product is [OH:13][CH2:12][C:9]1[CH:10]=[N:11][C:5]2[N:4]3[CH2:16][CH2:17][S:18][CH2:19][C@H:3]3[C:2](=[O:1])[NH:7][C:6]=2[CH:8]=1. (3) The reactants are C(=O)([O-])O.[Na+].Cl[C:7]([O:9][CH2:10][C:11]1[CH:16]=[CH:15][CH:14]=[CH:13][CH:12]=1)=[O:8].[CH3:17][O:18][C:19](=[O:26])[C@@H:20]1[CH2:24][CH:23]([CH3:25])[CH2:22][NH:21]1. The catalyst is C1(C)C=CC=CC=1. The product is [CH3:17][O:18][C:19](=[O:26])[C@@H:20]1[CH2:24][CH:23]([CH3:25])[CH2:22][N:21]1[C:7]([O:9][CH2:10][C:11]1[CH:16]=[CH:15][CH:14]=[CH:13][CH:12]=1)=[O:8]. The yield is 0.990. (4) The reactants are [CH2:1]([C:9]1[CH:15]=[CH:14][C:12](N)=[CH:11][CH:10]=1)[C:2]1[CH:8]=[CH:7][C:5]([NH2:6])=[CH:4][CH:3]=1.C(OC([O:26][C:27]([CH3:30])([CH3:29])[CH3:28])=O)([O:26][C:27]([CH3:30])([CH3:29])[CH3:28])=O.C([NH:39][C:40]1C=CC=CC=1)NC1C=CC=CC=1.C1C[O:49]CC1. The catalyst is CCOCC. The product is [C:27]([O:26][NH:39][C:40]([C:12]1[CH:14]=[CH:15][C:9]([CH2:1][C:2]2[CH:8]=[CH:7][C:5]([NH2:6])=[CH:4][CH:3]=2)=[CH:10][CH:11]=1)=[O:49])([CH3:28])([CH3:29])[CH3:30]. The yield is 0.460. (5) The reactants are [NH2:1][C:2](=[S:9])[CH2:3][CH2:4][C:5]([O:7][CH3:8])=[O:6].[CH:10]1[C:15]([C:16]([CH2:18]Br)=O)=[CH:14][CH:13]=[C:12]([F:20])[CH:11]=1.[CH3:21]CO. No catalyst specified. The product is [F:20][C:12]1[CH:13]=[CH:14][C:15]([C:16]2[N:1]=[C:2]([CH2:3][CH2:4][C:5]([O:7][CH2:8][CH3:21])=[O:6])[S:9][CH:18]=2)=[CH:10][CH:11]=1. The yield is 0.0700.